From a dataset of TCR-epitope binding with 47,182 pairs between 192 epitopes and 23,139 TCRs. Binary Classification. Given a T-cell receptor sequence (or CDR3 region) and an epitope sequence, predict whether binding occurs between them. (1) The epitope is QARQMVQAMRTIGTHP. The TCR CDR3 sequence is CASSDGYSNQPQHF. Result: 0 (the TCR does not bind to the epitope). (2) The epitope is EEHVQIHTI. The TCR CDR3 sequence is CASSIGAYGYTF. Result: 0 (the TCR does not bind to the epitope). (3) The epitope is MPASWVMRI. The TCR CDR3 sequence is CASSSSRAYNSPLHF. Result: 0 (the TCR does not bind to the epitope). (4) The epitope is TEILPVSMTK. The TCR CDR3 sequence is CSIVGNTEAFF. Result: 0 (the TCR does not bind to the epitope). (5) The TCR CDR3 sequence is CSARFEGGSRHTGELFF. Result: 0 (the TCR does not bind to the epitope). The epitope is LLSAGIFGA. (6) The epitope is TLVPQEHYV. The TCR CDR3 sequence is CASTTGGQPQHF. Result: 1 (the TCR binds to the epitope). (7) The epitope is ELAGIGILTV. The TCR CDR3 sequence is CASSLEDTIYGYTF. Result: 0 (the TCR does not bind to the epitope). (8) The epitope is NQKLIANQF. The TCR CDR3 sequence is CASSFEDTNYGYTF. Result: 1 (the TCR binds to the epitope).